This data is from Experimentally validated miRNA-target interactions with 360,000+ pairs, plus equal number of negative samples. The task is: Binary Classification. Given a miRNA mature sequence and a target amino acid sequence, predict their likelihood of interaction. (1) The miRNA is mmu-miR-1258-5p with sequence UGCUGAGCUAAUUCCCUAACUG. The protein sequence of the target gene is MVEAFCATWKLTNSQNFDEYMKALGVGFATRQVGNVTKPTVIISQEGDKVVIRTLSTFKNTEISFQLGEEFDETTADDRNCKSVVSLDGDKLVHIQKWDGKETNFVREIKDGKMVMTLTFGDVVAVRHYEKA. Result: 0 (no interaction). (2) The miRNA is mmu-miR-3106-5p with sequence UGGCUCAUUUAGAAGCAGCCA. The protein sequence of the target gene is MERDSHGNASPARTPSAGASPAQASPAGTPPGRASPAQASPAQASPAGTPPGRASPAQASPAGTPPGRASPGRASPAQASPAQASPARASPALASLSRSSSGRSSSARSASVTTSPTRVYLVRATPVGAVPIRSSPARSAPATRATRESPGTSLPKFTWREGQKQLPLIGCVLLLIALVVSLIILFQFWQGHTGIRYKEQRESCPKHAVRCDGVVDCKLKSDELGCVRFDWDKSLLKIYSGSSHQWLPICSSNWNDSYSEKTCQQLGFESAHRTTEVAHRDFANSFSILRYNSTIQESLH.... Result: 0 (no interaction). (3) The miRNA is hsa-miR-4472 with sequence GGUGGGGGGUGUUGUUUU. The protein sequence of the target gene is MHRAPSPTAEQPPGGGDSARRTLQPRLKPSARAMALPRTLGELQLYRVLQRANLLSYYETFIQQGGDDVQQLCEAGEEEFLEIMALVGMATKPLHVRRLQKALREWATNPGLFSQPVPAVPVSSIPLFKISETAGTRKGSMSNGHGSPGEKAGSARSFSPKSPLELGEKLSPLPGGPGAGDPRIWPGRSTPESDVGAGGEEEAGSPPFSPPAGGGVPEGTGAGGLAAGGTGGGPDRLEPEMVRMVVESVERIFRSFPRGDAGEVTSLLKLNKKLARSVGHIFEMDDNDSQKEEEIRKYSI.... Result: 1 (interaction). (4) The miRNA is hsa-miR-200a-5p with sequence CAUCUUACCGGACAGUGCUGGA. The protein sequence of the target gene is MWGSGELLVAWFLVLAADGTTEHVYRPSRRVCTVGISGGSISETFVQRVYQPYLTTCDGHRACSTYRTIYRTAYRRSPGVTPARPRYACCPGWKRTSGLPGACGAAICQPPCGNGGSCIRPGHCRCPVGWQGDTCQTDVDECSTGEASCPQRCVNTVGSYWCQGWEGQSPSADGTRCLSKEGPSPVAPNPTAGVDSMAREEVYRLQARVDVLEQKLQLVLAPLHSLASRSTEHGLQDPGSLLAHSFQQLDRIDSLSEQVSFLEEHLGSCSCKKDL. Result: 0 (no interaction).